Task: Predict the reactants needed to synthesize the given product.. Dataset: Full USPTO retrosynthesis dataset with 1.9M reactions from patents (1976-2016) (1) The reactants are: [NH2:1][C:2]1[CH:10]=[CH:9][C:5]([C:6]([OH:8])=[O:7])=[CH:4][CH:3]=1.[O:11]=[CH:12][C@@H:13]([C@H:15]([C@@H:17]([C@@H:19]([CH2:21][OH:22])[OH:20])[OH:18])[OH:16])O. Given the product [CH:21]1([NH:1][C:2]2[CH:10]=[CH:9][C:5]([C:6]([OH:8])=[O:7])=[CH:4][CH:3]=2)[O:22][C@H:13]([CH2:12][OH:11])[C@@H:15]([OH:16])[C@H:17]([OH:18])[C@H:19]1[OH:20], predict the reactants needed to synthesize it. (2) The reactants are: [Cl:1][C:2]1[CH:3]=[C:4]2[C:9](=[CH:10][C:11]=1[O:12][CH:13]([CH3:15])[CH3:14])[N:8]=[C:7]([O:16][CH3:17])[C:6]([CH:18]([OH:20])[CH3:19])=[CH:5]2. Given the product [Cl:1][C:2]1[CH:3]=[C:4]2[C:9](=[CH:10][C:11]=1[O:12][CH:13]([CH3:15])[CH3:14])[N:8]=[C:7]([O:16][CH3:17])[C:6]([C:18](=[O:20])[CH3:19])=[CH:5]2, predict the reactants needed to synthesize it. (3) Given the product [Cl:1][C:2]1[CH:8]=[C:7]([O:9][C:10]2[C:19]3[C:14](=[CH:15][C:16]([O:22][CH3:23])=[C:17]([O:20][CH3:21])[CH:18]=3)[N:13]=[CH:12][N:11]=2)[CH:6]=[CH:5][C:3]=1[NH:4][C:42](=[O:48])[O:41][CH2:39][CH2:55][C:54]1[CH:58]=[CH:59][CH:60]=[C:52]([C:51]([F:50])([F:61])[F:62])[CH:53]=1, predict the reactants needed to synthesize it. The reactants are: [Cl:1][C:2]1[CH:8]=[C:7]([O:9][C:10]2[C:19]3[C:14](=[CH:15][C:16]([O:22][CH3:23])=[C:17]([O:20][CH3:21])[CH:18]=3)[N:13]=[CH:12][N:11]=2)[CH:6]=[CH:5][C:3]=1[NH2:4].C1(C)C=CC=CC=1.C(N(CC)CC)C.Cl[C:39](Cl)([O:41][C:42](=[O:48])OC(Cl)(Cl)Cl)Cl.[F:50][C:51]([F:62])([F:61])[C:52]1[CH:53]=[C:54]([CH:58]=[CH:59][CH:60]=1)[CH2:55]CO. (4) Given the product [Br:29][C:30]1[CH:35]=[CH:34][CH:33]=[CH:32][C:31]=1/[CH:19]=[CH:18]/[C@@H:17]([O:21][Si:22]([C:25]([CH3:28])([CH3:27])[CH3:26])([CH3:24])[CH3:23])[C@@H:9]([O:8][Si:1]([C:4]([CH3:7])([CH3:6])[CH3:5])([CH3:3])[CH3:2])[CH2:10][CH2:11][CH2:12][C:13]([O:15][CH3:16])=[O:14], predict the reactants needed to synthesize it. The reactants are: [Si:1]([O:8][C@H:9]([C@H:17]([O:21][Si:22]([C:25]([CH3:28])([CH3:27])[CH3:26])([CH3:24])[CH3:23])/[CH:18]=[CH:19]/I)[CH2:10][CH2:11][CH2:12][C:13]([O:15][CH3:16])=[O:14])([C:4]([CH3:7])([CH3:6])[CH3:5])([CH3:3])[CH3:2].[Br:29][C:30]1[CH:35]=[CH:34][CH:33]=[CH:32][C:31]=1B(O)O.C(=O)([O-])[O-].[K+].[K+]. (5) Given the product [C:1]1([C:21]2[CH:22]=[CH:23][CH:24]=[CH:25][CH:26]=2)[CH:6]=[CH:5][C:4]([C:7]2[C:19]([Cl:20])=[CH:18][C:10]3[N:11]([CH2:43][O:42][CH2:41][CH2:40][Si:37]([CH3:39])([CH3:38])[CH3:36])[C:12]([S:14]([CH3:17])(=[O:15])=[O:16])=[N:13][C:9]=3[CH:8]=2)=[CH:3][CH:2]=1, predict the reactants needed to synthesize it. The reactants are: [C:1]1([C:21]2[CH:26]=[CH:25][CH:24]=[CH:23][CH:22]=2)[CH:6]=[CH:5][C:4]([C:7]2[C:19]([Cl:20])=[CH:18][C:10]3[NH:11][C:12]([S:14]([CH3:17])(=[O:16])=[O:15])=[N:13][C:9]=3[CH:8]=2)=[CH:3][CH:2]=1.CCN(C(C)C)C(C)C.[CH3:36][Si:37]([CH2:40][CH2:41][O:42][CH2:43]Cl)([CH3:39])[CH3:38]. (6) Given the product [CH3:7][C:5]1[O:6][C:2]([C:17]2[CH:18]=[CH:19][C:14]([S:11]([CH3:10])(=[O:13])=[O:12])=[CH:15][CH:16]=2)=[CH:3][C:4]=1[CH:8]=[O:9], predict the reactants needed to synthesize it. The reactants are: Br[C:2]1[O:6][C:5]([CH3:7])=[C:4]([CH:8]=[O:9])[CH:3]=1.[CH3:10][S:11]([C:14]1[CH:19]=[CH:18][C:17](B(O)O)=[CH:16][CH:15]=1)(=[O:13])=[O:12].C(=O)([O-])[O-].[Na+].[Na+].COCCOC. (7) Given the product [CH3:10][C:11]1[CH:16]=[CH:15][CH:14]=[C:13]([CH3:17])[C:12]=1[C:2]1[N:7]=[C:6]([CH3:8])[C:5]([F:9])=[CH:4][CH:3]=1, predict the reactants needed to synthesize it. The reactants are: Br[C:2]1[N:7]=[C:6]([CH3:8])[C:5]([F:9])=[CH:4][CH:3]=1.[CH3:10][C:11]1[CH:16]=[CH:15][CH:14]=[C:13]([CH3:17])[C:12]=1B(O)O.[O-]P([O-])([O-])=O.[K+].[K+].[K+].COC1C=CC=C(OC)C=1C1C=CC=CC=1P(C1CCCCC1)C1CCCCC1.